From a dataset of Full USPTO retrosynthesis dataset with 1.9M reactions from patents (1976-2016). Predict the reactants needed to synthesize the given product. (1) The reactants are: [F:1][C:2]1[CH:7]=[C:6]([N+:8]([O-])=O)[CH:5]=[C:4]([F:11])[C:3]=1[N:12]1[CH2:17][CH2:16][CH:15]([C:18]2[CH:23]=[CH:22][CH:21]=[CH:20][CH:19]=2)[CH2:14][CH2:13]1.[Cl-].[NH4+].CCO.C1COCC1. Given the product [F:1][C:2]1[CH:7]=[C:6]([CH:5]=[C:4]([F:11])[C:3]=1[N:12]1[CH2:13][CH2:14][CH:15]([C:18]2[CH:23]=[CH:22][CH:21]=[CH:20][CH:19]=2)[CH2:16][CH2:17]1)[NH2:8], predict the reactants needed to synthesize it. (2) Given the product [F:21][C:22]([F:26])([F:25])[CH2:23][NH:24][C:7](=[O:8])[C:6]1[CH:10]=[CH:11][C:3]([C:2]([F:13])([F:12])[F:1])=[CH:4][CH:5]=1, predict the reactants needed to synthesize it. The reactants are: [F:1][C:2]([F:13])([F:12])[C:3]1[CH:11]=[CH:10][C:6]([C:7](Cl)=[O:8])=[CH:5][CH:4]=1.C(N(CC)CC)C.[F:21][C:22]([F:26])([F:25])[CH2:23][NH2:24]. (3) Given the product [NH:27]1[CH2:28][CH2:29][CH:26]1[CH2:25][N:8]1[C:4]2=[N:5][CH:6]=[N:7][C:2]([NH2:1])=[C:3]2[C:10]([C:11]2[CH:16]=[CH:15][C:14]([O:17][C:18]3[CH:19]=[CH:20][CH:21]=[CH:22][CH:23]=3)=[CH:13][C:12]=2[F:24])=[N:9]1, predict the reactants needed to synthesize it. The reactants are: [NH2:1][C:2]1[N:7]=[CH:6][N:5]=[C:4]2[N:8]([CH2:25][CH:26]3[CH2:29][CH2:28][N:27]3C(OC(C)(C)C)=O)[N:9]=[C:10]([C:11]3[CH:16]=[CH:15][C:14]([O:17][C:18]4[CH:23]=[CH:22][CH:21]=[CH:20][CH:19]=4)=[CH:13][C:12]=3[F:24])[C:3]=12.C(O)(C(F)(F)F)=O. (4) Given the product [C:1]([O:5][C:6](=[O:14])[NH:7][CH:8]1[CH2:13][CH2:12][N:11]([CH:15]([CH3:16])[CH3:19])[CH2:10][CH2:9]1)([CH3:4])([CH3:2])[CH3:3], predict the reactants needed to synthesize it. The reactants are: [C:1]([O:5][C:6](=[O:14])[NH:7][CH:8]1[CH2:13][CH2:12][NH:11][CH2:10][CH2:9]1)([CH3:4])([CH3:3])[CH3:2].[C:15](O)(=O)[CH3:16].[CH3:19]O. (5) Given the product [NH:21]1[C:20]2[CH:22]=[CH:23][CH:24]=[CH:25][C:19]=2[N:18]=[C:17]1[C:12]1[C:11]([C:9]([OH:10])=[O:8])=[C:15]([CH3:16])[NH:14][N:13]=1, predict the reactants needed to synthesize it. The reactants are: C([O:8][C:9]([C:11]1[C:12]([C:17]2[NH:21][C:20]3[CH:22]=[CH:23][CH:24]=[CH:25][C:19]=3[N:18]=2)=[N:13][NH:14][C:15]=1[CH3:16])=[O:10])C1C=CC=CC=1. (6) Given the product [CH3:1][C:2]([CH3:8])([CH2:5]/[CH:6]=[CH:7]/[B:12]1[O:13][C:14]([CH3:16])([CH3:15])[C:10]([CH3:19])([CH3:9])[O:11]1)[CH2:3][OH:4], predict the reactants needed to synthesize it. The reactants are: [CH3:1][C:2]([CH3:8])([CH2:5][CH:6]=[CH2:7])[CH2:3][OH:4].[CH3:9][C:10]1([CH3:19])[C:14]([CH3:16])([CH3:15])[O:13][B:12](C=C)[O:11]1. (7) Given the product [CH2:15]([NH:19][C:12](=[O:14])[CH2:11][CH2:10][CH2:9][CH2:8][CH2:7][CH2:6][CH2:5][CH2:4][CH2:3][CH2:2][Br:1])[CH2:16][CH2:17][CH3:18], predict the reactants needed to synthesize it. The reactants are: [Br:1][CH2:2][CH2:3][CH2:4][CH2:5][CH2:6][CH2:7][CH2:8][CH2:9][CH2:10][CH2:11][C:12]([OH:14])=O.[CH2:15]([N:19](CCCC)CCCC)[CH2:16][CH2:17][CH3:18].C(N)CCC. (8) Given the product [NH:31]1[CH:35]=[CH:34][N:33]=[C:32]1[CH:36]1[CH2:41][CH2:40][CH2:39][N:38]([C:10]2[CH:9]=[CH:8][C:4]3[N:5]=[CH:6][N:7]=[C:2]([NH2:1])[C:3]=3[N:11]=2)[CH2:37]1, predict the reactants needed to synthesize it. The reactants are: [NH2:1][C:2]1[C:3]2[N:11]=[C:10](C3C=C(C=C(F)C=3)C(NCC3CCN(C)CC3)=O)[CH:9]=[CH:8][C:4]=2[N:5]=[CH:6][N:7]=1.Cl.[NH:31]1[CH:35]=[CH:34][N:33]=[C:32]1[CH:36]1[CH2:41][CH2:40][CH2:39][NH:38][CH2:37]1.C(N(CC)CC)C.CC(N(C)C)=O. (9) Given the product [F:20][C:21]1[CH:26]=[CH:25][CH:24]=[CH:23][C:22]=1[C:27]1[C:28]([C:33]([N:2]2[C@H:3]([CH2:7][NH:8][C:9]([C:11]3[N:18]4[C:14]([S:15][CH:16]=[CH:17]4)=[N:13][C:12]=3[CH3:19])=[O:10])[CH2:4][C@H:5]3[C@@H:1]2[CH2:6]3)=[O:34])=[CH:29][CH:30]=[CH:31][CH:32]=1, predict the reactants needed to synthesize it. The reactants are: [C@H:1]12[CH2:6][C@H:5]1[CH2:4][C@@H:3]([CH2:7][NH:8][C:9]([C:11]1[N:18]3[C:14]([S:15][CH:16]=[CH:17]3)=[N:13][C:12]=1[CH3:19])=[O:10])[NH:2]2.[F:20][C:21]1[CH:26]=[CH:25][CH:24]=[CH:23][C:22]=1[C:27]1[C:28]([C:33](O)=[O:34])=[CH:29][CH:30]=[CH:31][CH:32]=1.